Task: Predict which catalyst facilitates the given reaction.. Dataset: Catalyst prediction with 721,799 reactions and 888 catalyst types from USPTO (1) Reactant: N[C:2]1([CH3:25])[CH2:7][CH2:6][CH:5]([O:8][C:9]2[C:20]3[C:19]4[C@@H:18]([CH2:21][C:22]([NH2:24])=[O:23])[CH2:17][CH2:16][C:15]=4[S:14][C:13]=3[N:12]=[CH:11][N:10]=2)[CH2:4][CH2:3]1.[CH2:26]=O.[BH3-][C:29]#[N:30].[Na+]. Product: [CH3:26][N:30]([CH3:29])[C:2]1([CH3:25])[CH2:7][CH2:6][CH:5]([O:8][C:9]2[C:20]3[C:19]4[C@@H:18]([CH2:21][C:22]([NH2:24])=[O:23])[CH2:17][CH2:16][C:15]=4[S:14][C:13]=3[N:12]=[CH:11][N:10]=2)[CH2:4][CH2:3]1. The catalyst class is: 5. (2) Reactant: [C:1]([C:3]1[CH:14]=[CH:13][C:6]([O:7][C@H:8]([CH3:12])[C:9]([OH:11])=[O:10])=[CH:5][C:4]=1[F:15])#[N:2].[C:16](OC(O[C:16]([CH3:19])([CH3:18])[CH3:17])N(C)C)([CH3:19])([CH3:18])[CH3:17]. Product: [C:16]([O:10][C:9](=[O:11])[C@H:8]([O:7][C:6]1[CH:13]=[CH:14][C:3]([C:1]#[N:2])=[C:4]([F:15])[CH:5]=1)[CH3:12])([CH3:19])([CH3:18])[CH3:17]. The catalyst class is: 11.